This data is from Reaction yield outcomes from USPTO patents with 853,638 reactions. The task is: Predict the reaction yield, written as a fraction of the theoretical maximum amount of product (1.0 means a 100% yield; for example, 0.34 means a 34% yield). (1) The reactants are Br[C:2]1[CH:10]=[C:9]2[C:5]([C:6]([C:24]3[CH:33]=[CH:32][C:27]([C:28]([O:30][CH3:31])=[O:29])=[CH:26][C:25]=3[F:34])=[N:7][N:8]2[C:11](=[O:23])[C:12]2[C:17]([C:18]([F:21])([F:20])[F:19])=[CH:16][CH:15]=[CH:14][C:13]=2[Cl:22])=[CH:4][CH:3]=1.[CH2:35]([O:38][CH:39]1[CH2:44][CH2:43][CH2:42][CH2:41][O:40]1)[C:36]#[CH:37]. The catalyst is CN(C=O)C.O.[Cu]I.Cl[Pd](Cl)([P](C1C=CC=CC=1)(C1C=CC=CC=1)C1C=CC=CC=1)[P](C1C=CC=CC=1)(C1C=CC=CC=1)C1C=CC=CC=1. The product is [Cl:22][C:13]1[CH:14]=[CH:15][CH:16]=[C:17]([C:18]([F:20])([F:19])[F:21])[C:12]=1[C:11]([N:8]1[C:9]2[C:5](=[CH:4][CH:3]=[C:2]([C:37]#[C:36][CH2:35][O:38][CH:39]3[CH2:44][CH2:43][CH2:42][CH2:41][O:40]3)[CH:10]=2)[C:6]([C:24]2[CH:33]=[CH:32][C:27]([C:28]([O:30][CH3:31])=[O:29])=[CH:26][C:25]=2[F:34])=[N:7]1)=[O:23]. The yield is 0.510. (2) The reactants are [Br:1][C:2]1[CH:7]=[CH:6][C:5]([S:8]([N:11]2[CH2:15][CH2:14][CH2:13][CH:12]2[CH2:16][OH:17])(=[O:10])=[O:9])=[CH:4][CH:3]=1.N1C=CN=C1.[C:23]([Si:27](Cl)([CH3:29])[CH3:28])([CH3:26])([CH3:25])[CH3:24]. The catalyst is C(Cl)Cl. The product is [Br:1][C:2]1[CH:3]=[CH:4][C:5]([S:8]([N:11]2[CH2:15][CH2:14][CH2:13][CH:12]2[CH2:16][O:17][Si:27]([C:23]([CH3:26])([CH3:25])[CH3:24])([CH3:29])[CH3:28])(=[O:10])=[O:9])=[CH:6][CH:7]=1. The yield is 0.990. (3) The reactants are [CH3:1][CH:2]([CH3:18])[C:3]([NH:5][C:6]1[CH:11]=[CH:10][C:9]([CH:12]2[CH2:17][CH2:16][NH:15][CH2:14][CH2:13]2)=[CH:8][CH:7]=1)=[O:4].Br[CH2:20][CH2:21][CH2:22][NH:23][C:24](=[O:38])[CH:25]([C:32]1[CH:37]=[CH:36][CH:35]=[CH:34][CH:33]=1)[C:26]1[CH:31]=[CH:30][CH:29]=[CH:28][CH:27]=1.C([O-])([O-])=O.[K+].[K+].N[C@H](C(O)=O)CC1C=C2C(C=CC=C2)=CC=1. The catalyst is CN(C=O)C. The product is [C:26]1([CH:25]([C:32]2[CH:37]=[CH:36][CH:35]=[CH:34][CH:33]=2)[C:24]([NH:23][CH2:22][CH2:21][CH2:20][N:15]2[CH2:16][CH2:17][CH:12]([C:9]3[CH:10]=[CH:11][C:6]([NH:5][C:3](=[O:4])[CH:2]([CH3:18])[CH3:1])=[CH:7][CH:8]=3)[CH2:13][CH2:14]2)=[O:38])[CH:27]=[CH:28][CH:29]=[CH:30][CH:31]=1. The yield is 0.320. (4) The reactants are [CH3:1][N:2]1[C:10]2[CH:9]=[CH:8][N:7]=[CH:6][C:5]=2[N:4]=[C:3]1[CH3:11].[Se](=O)=[O:13]. The catalyst is O1CCOCC1. The product is [CH3:1][N:2]1[C:10]2[CH:9]=[CH:8][N:7]=[CH:6][C:5]=2[N:4]=[C:3]1[CH:11]=[O:13]. The yield is 0.280. (5) The reactants are [Br-].[F:2][C:3]1[CH:8]=[CH:7][C:6]([CH2:9][CH2:10][P+](C2C=CC=CC=2)(C2C=CC=CC=2)C2C=CC=CC=2)=[CH:5][CH:4]=1.O=[C:31]1[CH2:36][CH2:35][N:34]([C:37]([O:39][CH2:40][C:41]2[CH:46]=[CH:45][CH:44]=[CH:43][CH:42]=2)=[O:38])[CH2:33][CH2:32]1.O. The catalyst is C1COCC1. The product is [CH2:40]([O:39][C:37]([N:34]1[CH2:35][CH2:36][C:31](=[CH:10][CH2:9][C:6]2[CH:5]=[CH:4][C:3]([F:2])=[CH:8][CH:7]=2)[CH2:32][CH2:33]1)=[O:38])[C:41]1[CH:42]=[CH:43][CH:44]=[CH:45][CH:46]=1. The yield is 0.170.